From a dataset of Reaction yield outcomes from USPTO patents with 853,638 reactions. Predict the reaction yield, written as a fraction of the theoretical maximum amount of product (1.0 means a 100% yield; for example, 0.34 means a 34% yield). (1) The reactants are C[O:2][C:3]1[CH:4]=[CH:5][C:6]2[CH:10]=[CH:9][S:8][C:7]=2[CH:11]=1.Cl.N1C=CC=CC=1. The catalyst is O. The product is [S:8]1[CH:9]=[CH:10][C:6]2[CH:5]=[CH:4][C:3]([OH:2])=[CH:11][C:7]1=2. The yield is 0.980. (2) The reactants are Cl[C:2]1[CH:7]=[CH:6][C:5]2=[N:8][C:9]([C:11]3[CH:12]=[CH:13][C:14]([CH3:24])=[C:15]([NH:17][C:18](=[O:23])[C:19]([CH3:22])([CH3:21])[CH3:20])[CH:16]=3)=[CH:10][N:4]2[N:3]=1.[F:25][C:26]([F:37])([F:36])[C:27]1[C:32](B(O)O)=[CH:31][CH:30]=[CH:29][N:28]=1.C([O-])([O-])=O.[Na+].[Na+]. The catalyst is Cl[Pd](Cl)([P](C1C=CC=CC=1)(C1C=CC=CC=1)C1C=CC=CC=1)[P](C1C=CC=CC=1)(C1C=CC=CC=1)C1C=CC=CC=1.C(O)(C)C.O. The product is [CH3:20][C:19]([CH3:22])([CH3:21])[C:18]([NH:17][C:15]1[CH:16]=[C:11]([C:9]2[N:8]=[C:5]3[N:4]([CH:10]=2)[N:3]=[C:2]([C:32]2[C:27]([C:26]([F:37])([F:36])[F:25])=[N:28][CH:29]=[CH:30][CH:31]=2)[CH:7]=[CH:6]3)[CH:12]=[CH:13][C:14]=1[CH3:24])=[O:23]. The yield is 0.330. (3) The reactants are Br[C:2]1[CH:7]=[CH:6][C:5]([CH2:8][C@H:9]([N:20]([CH2:28][C:29]2[CH:34]=[CH:33][CH:32]=[CH:31][CH:30]=2)[CH2:21][C:22]2[CH:27]=[CH:26][CH:25]=[CH:24][CH:23]=2)[C:10]([O:12][CH2:13][C:14]2[CH:19]=[CH:18][CH:17]=[CH:16][CH:15]=2)=[O:11])=[CH:4][CH:3]=1.[Li+].[Cl-].C([Sn](CCCC)(CCCC)[C:42]1[CH:47]=[CH:46][CH:45]=[CH:44][N:43]=1)CCC. The catalyst is CN(C=O)C.C1C=CC([P]([Pd]([P](C2C=CC=CC=2)(C2C=CC=CC=2)C2C=CC=CC=2)([P](C2C=CC=CC=2)(C2C=CC=CC=2)C2C=CC=CC=2)[P](C2C=CC=CC=2)(C2C=CC=CC=2)C2C=CC=CC=2)(C2C=CC=CC=2)C2C=CC=CC=2)=CC=1. The product is [CH2:21]([N:20]([CH2:28][C:29]1[CH:34]=[CH:33][CH:32]=[CH:31][CH:30]=1)[C@@H:9]([CH2:8][C:5]1[CH:6]=[CH:7][C:2]([C:42]2[CH:47]=[CH:46][CH:45]=[CH:44][N:43]=2)=[CH:3][CH:4]=1)[C:10]([O:12][CH2:13][C:14]1[CH:19]=[CH:18][CH:17]=[CH:16][CH:15]=1)=[O:11])[C:22]1[CH:27]=[CH:26][CH:25]=[CH:24][CH:23]=1. The yield is 0.720. (4) The reactants are [Cl:1][C:2]1[CH:11]=[CH:10][C:9]2[CH:8]([OH:12])[CH2:7][CH2:6][CH2:5][C:4]=2[N:3]=1.N1C=CN=C1.[CH3:18][C:19]([Si:22](Cl)([CH3:24])[CH3:23])([CH3:21])[CH3:20]. The catalyst is CN(C=O)C.CCOC(C)=O. The product is [Si:22]([O:12][CH:8]1[CH2:7][CH2:6][CH2:5][C:4]2[N:3]=[C:2]([Cl:1])[CH:11]=[CH:10][C:9]1=2)([C:19]([CH3:21])([CH3:20])[CH3:18])([CH3:24])[CH3:23]. The yield is 0.940. (5) The reactants are [NH2:1][C:2]1[S:6][N:5]=[C:4]([CH3:7])[C:3]=1[C:8]([NH:10][C:11]1[CH:16]=[CH:15][C:14]([Cl:17])=[C:13]([F:18])[CH:12]=1)=[O:9].Cl[C:20]1[CH:29]=[N:28][C:27]2[C:22](=[CH:23][CH:24]=[CH:25][CH:26]=2)[N:21]=1.C(=O)([O-])[O-].[Cs+].[Cs+].CC1(C)C2C(=C(P(C3C=CC=CC=3)C3C=CC=CC=3)C=CC=2)OC2C(P(C3C=CC=CC=3)C3C=CC=CC=3)=CC=CC1=2. The catalyst is O1CCOCC1.CN(C=O)C.C([O-])(=O)C.[Pd+2].C([O-])(=O)C. The product is [Cl:17][C:14]1[CH:15]=[CH:16][C:11]([NH:10][C:8]([C:3]2[C:4]([CH3:7])=[N:5][S:6][C:2]=2[NH:1][C:20]2[CH:29]=[N:28][C:27]3[C:22](=[CH:23][CH:24]=[CH:25][CH:26]=3)[N:21]=2)=[O:9])=[CH:12][C:13]=1[F:18]. The yield is 0.0400. (6) The reactants are FC(F)(F)S(O[C:7]1[CH:12]=[C:11]([O:13][CH3:14])[C:10]([CH3:15])=[C:9]([O:16][CH3:17])[CH:8]=1)(=O)=O.[O:20]1[CH:24]=[CH:23][CH:22]=[C:21]1B(O)O.[Li+].[Cl-].C([O-])([O-])=O.[Na+].[Na+]. The catalyst is COCCOC.C1C=CC([P]([Pd]([P](C2C=CC=CC=2)(C2C=CC=CC=2)C2C=CC=CC=2)([P](C2C=CC=CC=2)(C2C=CC=CC=2)C2C=CC=CC=2)[P](C2C=CC=CC=2)(C2C=CC=CC=2)C2C=CC=CC=2)(C2C=CC=CC=2)C2C=CC=CC=2)=CC=1. The product is [CH3:17][O:16][C:9]1[CH:8]=[C:7]([C:21]2[O:20][CH:24]=[CH:23][CH:22]=2)[CH:12]=[C:11]([O:13][CH3:14])[C:10]=1[CH3:15]. The yield is 0.770. (7) The reactants are N[C:2]1[CH:3]=[C:4]([CH:8]=[C:9]([C:11]([F:14])([F:13])[F:12])[CH:10]=1)[C:5]([OH:7])=[O:6].N([O-])=O.[Na+].[BrH:19]. The catalyst is O.[Cu](Br)Br. The product is [Br:19][C:2]1[CH:3]=[C:4]([CH:8]=[C:9]([C:11]([F:14])([F:13])[F:12])[CH:10]=1)[C:5]([OH:7])=[O:6]. The yield is 0.870.